From a dataset of Reaction yield outcomes from USPTO patents with 853,638 reactions. Predict the reaction yield, written as a fraction of the theoretical maximum amount of product (1.0 means a 100% yield; for example, 0.34 means a 34% yield). (1) The reactants are [CH3:1][O:2][C:3](=[O:6])[CH2:4]Br.[OH:7][C:8]1[CH:17]=[C:16]2[C:11]([N:12]=[CH:13][C:14]([O:18][CH2:19][CH2:20][N:21]3[CH2:26][CH2:25][CH:24]([NH:27][C:28]([C:30]4[CH:31]=[CH:32][C:33]5[S:38][CH2:37][C:36](=[O:39])[NH:35][C:34]=5[CH:40]=4)=[O:29])[CH2:23][CH2:22]3)=[N:15]2)=[CH:10][CH:9]=1.C(=O)([O-])[O-].[K+].[K+]. The catalyst is CN(C)C=O. The yield is 0.0600. The product is [CH3:1][O:2][C:3](=[O:6])[CH2:4][O:7][C:8]1[CH:17]=[C:16]2[C:11](=[CH:10][CH:9]=1)[N:12]=[CH:13][C:14]([O:18][CH2:19][CH2:20][N:21]1[CH2:22][CH2:23][CH:24]([NH:27][C:28]([C:30]3[CH:31]=[CH:32][C:33]4[S:38][CH2:37][C:36](=[O:39])[NH:35][C:34]=4[CH:40]=3)=[O:29])[CH2:25][CH2:26]1)=[N:15]2. (2) The reactants are S(Cl)(Cl)=O.[F:5][C:6]1[CH:14]=[C:13]([N+:15]([O-:17])=[O:16])[CH:12]=[CH:11][C:7]=1[C:8](O)=[O:9].[CH3:18][N:19](C=O)C. No catalyst specified. The product is [CH3:18][NH:19][C:8](=[O:9])[C:7]1[CH:11]=[CH:12][C:13]([N+:15]([O-:17])=[O:16])=[CH:14][C:6]=1[F:5]. The yield is 0.850. (3) The yield is 0.880. The reactants are [N+:1]([C:4]1[CH:5]=[C:6]2[C:10](=[CH:11][CH:12]=1)[NH:9][N:8]=[C:7]2[C:13]1[CH:18]=[CH:17][CH:16]=[CH:15][CH:14]=1)([O-])=O. The catalyst is C(OCC)(=O)C.[Pd]. The product is [NH2:1][C:4]1[CH:5]=[C:6]2[C:10](=[CH:11][CH:12]=1)[NH:9][N:8]=[C:7]2[C:13]1[CH:18]=[CH:17][CH:16]=[CH:15][CH:14]=1. (4) The reactants are [CH3:1][C:2]1[CH:3]=[CH:4][C:5]([N+:9]([O-:11])=[O:10])=[C:6]([OH:8])[CH:7]=1.[CH2:12](Br)[CH:13]=[CH2:14].C(=O)([O-])[O-].[Cs+].[Cs+]. The catalyst is CN(C=O)C. The product is [CH3:1][C:2]1[CH:3]=[CH:4][C:5]([N+:9]([O-:11])=[O:10])=[C:6]([O:8][CH2:14][CH:13]=[CH2:12])[CH:7]=1. The yield is 0.950. (5) The reactants are [C:1](O)(=O)C(O)=O.[CH3:7][O:8][C:9]1[CH:10]=[C:11]([CH2:17][C@:18]2([CH2:32][CH2:33][C:34]([O:36][CH3:37])=[O:35])[C:27]3[C:22](=[CH:23][C:24]([O:30][CH3:31])=[C:25]([O:28][CH3:29])[CH:26]=3)[CH2:21][CH2:20][NH:19]2)[CH:12]=[CH:13][C:14]=1[O:15][CH3:16].C(=O)(O)[O-].[Na+].ClCCl.[I:46]C. The catalyst is O.C(OCC)C. The product is [I-:46].[CH3:7][O:8][C:9]1[CH:10]=[C:11]([CH2:17][C@:18]2([CH2:32][CH2:33][C:34]([O:36][CH3:37])=[O:35])[C:27]3[C:22](=[CH:23][C:24]([O:30][CH3:31])=[C:25]([O:28][CH3:29])[CH:26]=3)[CH2:21][CH2:20][NH+:19]2[CH3:1])[CH:12]=[CH:13][C:14]=1[O:15][CH3:16]. The yield is 0.770. (6) The reactants are FC(F)(F)C(OCC1C=CC=CC=1)=O.[NH2:15][C:16]1[CH:21]=[CH:20][N:19]=[CH:18][CH:17]=1.[Li+].C[Si]([N-][Si](C)(C)C)(C)C.CS([C:35]1[N:40]=[C:39]([C:41]2[C:42]([C:48]([F:51])([F:50])[F:49])=[N:43][C:44]([NH2:47])=[N:45][CH:46]=2)[CH:38]=[CH:37][N:36]=1)=O. The catalyst is C1COCC1. The product is [N:19]1[CH:20]=[CH:21][C:16]([NH:15][C:35]2[N:40]=[C:39]([C:41]3[C:42]([C:48]([F:49])([F:51])[F:50])=[N:43][C:44]([NH2:47])=[N:45][CH:46]=3)[CH:38]=[CH:37][N:36]=2)=[CH:17][CH:18]=1. The yield is 0.250.